Dataset: Forward reaction prediction with 1.9M reactions from USPTO patents (1976-2016). Task: Predict the product of the given reaction. (1) Given the reactants Cl[C:2]1[CH:7]=[CH:6][C:5]([N+:8]([O-:10])=[O:9])=[CH:4][N:3]=1.[CH3:11][NH:12][CH2:13][C:14]1[CH:19]=[CH:18][CH:17]=[CH:16][N:15]=1.C(N(CC)CC)C.O, predict the reaction product. The product is: [CH3:11][N:12]([CH2:13][C:14]1[CH:19]=[CH:18][CH:17]=[CH:16][N:15]=1)[C:2]1[CH:7]=[CH:6][C:5]([N+:8]([O-:10])=[O:9])=[CH:4][N:3]=1. (2) Given the reactants [Br:1]N1C(=O)CCC1=O.N(C(C)(C)C#N)=NC(C)(C)C#N.[CH3:21][O:22][CH2:23][O:24][C:25]1[CH:52]=[CH:51][C:50]([CH3:53])=[CH:49][C:26]=1[C:27]([NH:29][C:30]1[CH:42]=[C:41]([C:43]2[CH:48]=[CH:47][CH:46]=[CH:45][CH:44]=2)[CH:40]=[CH:39][C:31]=1[C:32]([O:34][C:35]([CH3:38])([CH3:37])[CH3:36])=[O:33])=[O:28].C(=O)(O)[O-].[Na+], predict the reaction product. The product is: [Br:1][CH2:53][C:50]1[CH:51]=[CH:52][C:25]([O:24][CH2:23][O:22][CH3:21])=[C:26]([CH:49]=1)[C:27]([NH:29][C:30]1[CH:42]=[C:41]([C:43]2[CH:44]=[CH:45][CH:46]=[CH:47][CH:48]=2)[CH:40]=[CH:39][C:31]=1[C:32]([O:34][C:35]([CH3:38])([CH3:37])[CH3:36])=[O:33])=[O:28]. (3) Given the reactants [F:1][C:2]1[CH:3]=[C:4]2[C:8](=[CH:9][CH:10]=1)[NH:7][C:6](=[O:11])[C:5]2=[CH:12][C:13]1[NH:17][C:16]([CH3:18])=[C:15]([C:19]([OH:21])=O)[C:14]=1[CH3:22].[NH2:23][CH2:24][CH:25]([OH:32])[CH2:26][N:27]1[CH:31]=[CH:30][N:29]=[N:28]1, predict the reaction product. The product is: [OH:32][CH:25]([CH2:26][N:27]1[CH:31]=[CH:30][N:29]=[N:28]1)[CH2:24][NH:23][C:19]([C:15]1[C:14]([CH3:22])=[C:13](/[CH:12]=[C:5]2\[C:6](=[O:11])[NH:7][C:8]3[C:4]\2=[CH:3][C:2]([F:1])=[CH:10][CH:9]=3)[NH:17][C:16]=1[CH3:18])=[O:21]. (4) Given the reactants Cl[CH2:2][CH2:3][CH2:4][O:5][C:6]1[CH:7]=[CH:8][C:9]2[C:10]3[S:19][C:18]([CH2:20][CH3:21])=[N:17][C:11]=3[C:12]([NH2:16])=[N:13][C:14]=2[CH:15]=1.[N-]=[N+]=[N-].[Na+].O.N(CCC[O:33][C:34]1[CH:35]=[CH:36][C:37]2[C:38]3[S:47][C:46]([CH2:48][CH3:49])=[N:45][C:39]=3[C:40]([NH2:44])=[N:41][C:42]=2[CH:43]=1)=[N+]=[N-], predict the reaction product. The product is: [NH2:44][C:40]1[C:39]2[N:45]=[C:46]([CH2:48][CH3:49])[S:47][C:38]=2[C:37]2[CH:36]=[CH:35][C:34]([O:33][CH2:2][CH2:3][CH2:4][O:5][C:6]3[CH:7]=[CH:8][C:9]4[C:10]5[S:19][C:18]([CH2:20][CH3:21])=[N:17][C:11]=5[C:12]([NH2:16])=[N:13][C:14]=4[CH:15]=3)=[CH:43][C:42]=2[N:41]=1. (5) Given the reactants [F:1][C:2]1[CH:3]=[C:4]([OH:9])[CH:5]=[C:6]([F:8])[CH:7]=1.P([O-])([O-])([O-])=O.[K+].[K+].[K+].[C:18]([NH:26][CH:27]1[CH:39]=[CH:38][CH:37]=[CH:36][C:28]1(Br)[C:29]([O:31][C:32]([CH3:35])([CH3:34])[CH3:33])=[O:30])(=[O:25])[C:19]1[CH:24]=[CH:23][CH:22]=[CH:21][CH:20]=1.C(O)(=O)CC(CC(O)=O)(C(O)=O)O, predict the reaction product. The product is: [C:18]([NH:26][C:27]1[CH:39]=[C:38]([O:9][C:4]2[CH:3]=[C:2]([F:1])[CH:7]=[C:6]([F:8])[CH:5]=2)[CH:37]=[CH:36][C:28]=1[C:29]([O:31][C:32]([CH3:34])([CH3:35])[CH3:33])=[O:30])(=[O:25])[C:19]1[CH:20]=[CH:21][CH:22]=[CH:23][CH:24]=1. (6) The product is: [C:12]([O:11][C:9](=[O:10])[N:28]([CH2:27][C:21]1[CH:22]=[C:23]([NH2:24])[CH:25]=[CH:26][C:20]=1[S:19][CH:16]([CH3:18])[CH3:17])[CH3:29])([CH3:13])([CH3:14])[CH3:15]. Given the reactants [C:9](O[C:9]([O:11][C:12]([CH3:15])([CH3:14])[CH3:13])=[O:10])([O:11][C:12]([CH3:15])([CH3:14])[CH3:13])=[O:10].[CH:16]([S:19][C:20]1[CH:26]=[CH:25][C:23]([NH2:24])=[CH:22][C:21]=1[CH2:27][NH:28][CH3:29])([CH3:18])[CH3:17], predict the reaction product. (7) Given the reactants [CH:1]([C:4]1[CH:10]=[CH:9][CH:8]=[C:7]([CH:11]([CH3:13])[CH3:12])[C:5]=1[NH2:6])([CH3:3])[CH3:2].C1([O-])C=CC=CC=1.[CH:21]1[C:34]2[C:25](=[CH:26][C:27]3[C:32]([C:33]=2[C:35]2[CH:40]=[C:39]([CH3:41])[CH:38]=[CH:37][C:36]=2[OH:42])=[CH:31][CH:30]=[CH:29][CH:28]=3)[CH:24]=[CH:23][CH:22]=1.[OH-].[Na+].[N:45]1C=CC=CC=1, predict the reaction product. The product is: [CH:11]([C:7]1[CH:8]=[CH:9][CH:10]=[C:4]([CH:1]([CH3:3])[CH3:2])[C:5]=1[N:6]=[N:45][C:37]1[CH:38]=[C:39]([CH3:41])[CH:40]=[C:35]([C:33]2[C:34]3[C:25]([CH:26]=[C:27]4[C:32]=2[CH:31]=[CH:30][CH:29]=[CH:28]4)=[CH:24][CH:23]=[CH:22][CH:21]=3)[C:36]=1[OH:42])([CH3:13])[CH3:12]. (8) Given the reactants [C:1]([C:4]1[C:5]([O:30][CH2:31][CH3:32])=[C:6]([CH:12]([NH:22][C:23](=[O:29])[O:24][C:25]([CH3:28])([CH3:27])[CH3:26])[CH2:13][O:14][Si](C(C)(C)C)(C)C)[C:7]([F:11])=[C:8]([Cl:10])[CH:9]=1)(=[O:3])[CH3:2].[F-].C([N+](CCCC)(CCCC)CCCC)CCC, predict the reaction product. The product is: [C:1]([C:4]1[C:5]([O:30][CH2:31][CH3:32])=[C:6]([CH:12]([NH:22][C:23](=[O:29])[O:24][C:25]([CH3:26])([CH3:27])[CH3:28])[CH2:13][OH:14])[C:7]([F:11])=[C:8]([Cl:10])[CH:9]=1)(=[O:3])[CH3:2]. (9) Given the reactants Cl.[CH3:2][O:3][C:4]1[CH:5]=[C:6]([CH:31]=[CH:32][CH:33]=1)[C:7]([NH:9][CH:10]1[CH2:15][CH2:14][N:13]([CH2:16][C:17]2[CH:26]=[CH:25][C:24]3[C:19](=[CH:20][C:21]([CH:27]=[CH:28][O:29]C)=[CH:22][CH:23]=3)[CH:18]=2)[CH2:12][CH2:11]1)=[O:8].C([O-])(O)=O.[Na+].CO.C(Cl)(Cl)Cl, predict the reaction product. The product is: [CH3:2][O:3][C:4]1[CH:5]=[C:6]([CH:31]=[CH:32][CH:33]=1)[C:7]([NH:9][CH:10]1[CH2:11][CH2:12][N:13]([CH2:16][C:17]2[CH:26]=[CH:25][C:24]3[C:19](=[CH:20][C:21]([CH2:27][CH:28]=[O:29])=[CH:22][CH:23]=3)[CH:18]=2)[CH2:14][CH2:15]1)=[O:8]. (10) Given the reactants [CH2:1]([NH:8][C:9]1[CH:13]=[C:12]([C:14]2[CH:19]=[CH:18][CH:17]=[CH:16][CH:15]=2)[S:11][C:10]=1[C:20]([O-:22])=[O:21])[C:2]1[CH:7]=[CH:6][CH:5]=[CH:4][CH:3]=1.[Na+].[CH:24]1([C:27](Cl)=[O:28])[CH2:26][CH2:25]1.O1CCOCC1, predict the reaction product. The product is: [CH2:1]([N:8]([C:27]([CH:24]1[CH2:26][CH2:25]1)=[O:28])[C:9]1[CH:13]=[C:12]([C:14]2[CH:19]=[CH:18][CH:17]=[CH:16][CH:15]=2)[S:11][C:10]=1[C:20]([OH:22])=[O:21])[C:2]1[CH:7]=[CH:6][CH:5]=[CH:4][CH:3]=1.